Task: Predict the product of the given reaction.. Dataset: Forward reaction prediction with 1.9M reactions from USPTO patents (1976-2016) (1) The product is: [F:1][C@@H:2]1[CH2:6][CH2:5][N:4]([CH:7]2[CH2:12][CH2:11][N:10]([C:13]3[CH:18]=[CH:17][C:16]([NH2:19])=[C:15]([O:22][CH3:23])[CH:14]=3)[CH2:9][CH2:8]2)[CH2:3]1. Given the reactants [F:1][C@@H:2]1[CH2:6][CH2:5][N:4]([CH:7]2[CH2:12][CH2:11][N:10]([C:13]3[CH:18]=[CH:17][C:16]([N+:19]([O-])=O)=[C:15]([O:22][CH3:23])[CH:14]=3)[CH2:9][CH2:8]2)[CH2:3]1.FC1(F)CCCN(C2CCN(C3C=CC(N)=C(OC)C=3)CC2)C1, predict the reaction product. (2) Given the reactants [ClH:1].[CH3:2][O:3][C:4]1[CH:5]=[C:6]([C:14]2[CH:34]=[CH:33][C:17]([C:18]([N:20]3[CH2:25][CH2:24][N:23]([CH2:26][C:27]4[CH:32]=[CH:31][CH:30]=[CH:29][CH:28]=4)[CH2:22][CH2:21]3)=[O:19])=[CH:16][CH:15]=2)[CH:7]=[C:8]([O:12][CH3:13])[C:9]=1[O:10][CH3:11], predict the reaction product. The product is: [ClH:1].[ClH:1].[CH3:2][O:3][C:4]1[CH:5]=[C:6]([C:14]2[CH:34]=[CH:33][C:17]([C:18]([N:20]3[CH2:21][CH2:22][N:23]([CH2:26][C:27]4[CH:32]=[CH:31][C:30]([CH2:26][N:23]5[CH2:22][CH2:21][N:20]([C:18](=[O:19])[C:17]6[CH:33]=[CH:34][C:14]([C:6]7[CH:7]=[C:8]([O:12][CH3:13])[C:9]([O:10][CH3:11])=[C:4]([O:3][CH3:2])[CH:5]=7)=[CH:15][CH:16]=6)[CH2:25][CH2:24]5)=[CH:29][CH:28]=4)[CH2:24][CH2:25]3)=[O:19])=[CH:16][CH:15]=2)[CH:7]=[C:8]([O:12][CH3:13])[C:9]=1[O:10][CH3:11]. (3) Given the reactants [CH:1]([O:4][C:5]([N:7]1[C:16]2[C:11](=[N:12][C:13]([O:17][CH3:18])=[CH:14][CH:15]=2)[C@H:10]([NH:19][CH2:20][C:21]2[CH:26]=[C:25]([C:27]([F:30])([F:29])[F:28])[CH:24]=[C:23]([C:31]([F:34])([F:33])[F:32])[CH:22]=2)[CH2:9][C@@H:8]1[CH3:35])=[O:6])([CH3:3])[CH3:2].[F:36][C:37]1[CH:38]=[C:39]([CH:43]=[C:44]([C:46]([F:49])([F:48])[F:47])[CH:45]=1)[C:40](Cl)=[O:41], predict the reaction product. The product is: [CH:1]([O:4][C:5]([N:7]1[C:16]2[C:11](=[N:12][C:13]([O:17][CH3:18])=[CH:14][CH:15]=2)[C@H:10]([N:19]([CH2:20][C:21]2[CH:26]=[C:25]([C:27]([F:28])([F:29])[F:30])[CH:24]=[C:23]([C:31]([F:34])([F:33])[F:32])[CH:22]=2)[C:40](=[O:41])[C:39]2[CH:43]=[C:44]([C:46]([F:47])([F:48])[F:49])[CH:45]=[C:37]([F:36])[CH:38]=2)[CH2:9][C@@H:8]1[CH3:35])=[O:6])([CH3:3])[CH3:2]. (4) Given the reactants [C:1]([O:5][C:6](=[O:26])[NH:7][CH:8]([C:18]1[CH:23]=[CH:22][C:21]([CH3:24])=[C:20]([F:25])[CH:19]=1)[C:9]([C:11]1[CH:16]=[CH:15][C:14]([OH:17])=[CH:13][CH:12]=1)=[O:10])([CH3:4])([CH3:3])[CH3:2].[O:27]1[CH2:32][CH2:31][CH:30](O)[CH2:29][CH2:28]1, predict the reaction product. The product is: [C:1]([O:5][C:6](=[O:26])[NH:7][CH:8]([C:18]1[CH:23]=[CH:22][C:21]([CH3:24])=[C:20]([F:25])[CH:19]=1)[C:9](=[O:10])[C:11]1[CH:16]=[CH:15][C:14]([O:17][CH:30]2[CH2:31][CH2:32][O:27][CH2:28][CH2:29]2)=[CH:13][CH:12]=1)([CH3:4])([CH3:2])[CH3:3]. (5) Given the reactants [H-].[H-].[H-].[H-].[Li+].[Al+3].[O:7]=[C:8]([C:12]1[CH:16]=[CH:15][S:14][CH:13]=1)[CH2:9][C:10]#[N:11].[OH-].[Na+], predict the reaction product. The product is: [NH2:11][CH2:10][CH2:9][CH:8]([C:12]1[CH:16]=[CH:15][S:14][CH:13]=1)[OH:7]. (6) Given the reactants Cl.[F:2][C:3]1[CH:4]=[C:5]([CH2:13][C:14]([NH:16][C:17]2[CH:26]=[CH:25][CH:24]=[C:23]3[C:18]=2[CH2:19][CH2:20][NH:21][CH2:22]3)=[O:15])[CH:6]=[CH:7][C:8]=1[C:9]([F:12])([F:11])[F:10].[CH2:27]([CH:29]1[CH2:31][O:30]1)[CH3:28].[F-].[K+].C(=O)([O-])[O-].[K+].[K+].CC(C)=O, predict the reaction product. The product is: [F:2][C:3]1[CH:4]=[C:5]([CH2:13][C:14]([NH:16][C:17]2[CH:26]=[CH:25][CH:24]=[C:23]3[C:18]=2[CH2:19][CH2:20][N:21]([CH2:31][CH:29]([OH:30])[CH2:27][CH3:28])[CH2:22]3)=[O:15])[CH:6]=[CH:7][C:8]=1[C:9]([F:10])([F:12])[F:11]. (7) Given the reactants [NH2:1][C:2]1[C:3]([CH2:13][CH3:14])=[C:4]([CH:9]=[C:10]([Cl:12])[CH:11]=1)[C:5]([O:7][CH3:8])=[O:6].[O:15]1[CH2:20][CH2:19][C:18](=O)[CH2:17][CH2:16]1.C(O)(=O)C.C(O[BH-](OC(=O)C)OC(=O)C)(=O)C.[Na+].C([O-])(O)=O.[Na+], predict the reaction product. The product is: [Cl:12][C:10]1[CH:11]=[C:2]([NH:1][CH:18]2[CH2:19][CH2:20][O:15][CH2:16][CH2:17]2)[C:3]([CH2:13][CH3:14])=[C:4]([CH:9]=1)[C:5]([O:7][CH3:8])=[O:6].